Task: Predict the reaction yield, written as a fraction of the theoretical maximum amount of product (1.0 means a 100% yield; for example, 0.34 means a 34% yield).. Dataset: Reaction yield outcomes from USPTO patents with 853,638 reactions (1) The reactants are [CH:1]([C:4]1[CH:13]=[CH:12][CH:11]=[C:10]2[C:5]=1[CH2:6][CH2:7][C:8]([NH2:17])([C:14]([OH:16])=[O:15])[CH2:9]2)([CH3:3])[CH3:2].C(N(CC)CC)C.[C:25](=O)([O:41]N1C(=O)CCC1=O)[O:26][CH2:27][CH:28]1[C:40]2[CH:39]=[CH:38][CH:37]=[CH:36][C:35]=2[C:34]2[C:29]1=[CH:30][CH:31]=[CH:32][CH:33]=2. The catalyst is C(#N)C.O. The product is [C:25]([CH:9]1[C:10]2[C:5](=[C:4]([CH:1]([CH3:3])[CH3:2])[CH:13]=[CH:12][CH:11]=2)[CH2:6][CH2:7][C:8]1([NH2:17])[C:14]([OH:16])=[O:15])([O:26][CH2:27][CH:28]1[C:29]2[C:34](=[CH:33][CH:32]=[CH:31][CH:30]=2)[C:35]2[C:40]1=[CH:39][CH:38]=[CH:37][CH:36]=2)=[O:41]. The yield is 0.430. (2) The reactants are [CH3:1][C:2]1([CH3:39])[CH2:11][C:10](=[O:12])[C:9]2[C:4](=[CH:5][CH:6]=[C:7]([N:13]3[C:18](=[O:19])[C:17]([CH2:20][C:21]4[CH:26]=[CH:25][C:24]([C:27]5[C:28]([C:33]#[N:34])=[CH:29][CH:30]=[CH:31][CH:32]=5)=[CH:23][CH:22]=4)=[C:16]([CH2:35][CH2:36][CH3:37])[N:15]=[C:14]3[CH3:38])[CH:8]=2)[O:3]1.[BH4-].[Na+].S([O-])(O)(=O)=O.[K+]. The catalyst is CO.O1CCCC1. The product is [OH:12][CH:10]1[C:9]2[C:4](=[CH:5][CH:6]=[C:7]([N:13]3[C:18](=[O:19])[C:17]([CH2:20][C:21]4[CH:26]=[CH:25][C:24]([C:27]5[C:28]([C:33]#[N:34])=[CH:29][CH:30]=[CH:31][CH:32]=5)=[CH:23][CH:22]=4)=[C:16]([CH2:35][CH2:36][CH3:37])[N:15]=[C:14]3[CH3:38])[CH:8]=2)[O:3][C:2]([CH3:1])([CH3:39])[CH2:11]1. The yield is 1.00.